This data is from Catalyst prediction with 721,799 reactions and 888 catalyst types from USPTO. The task is: Predict which catalyst facilitates the given reaction. (1) Reactant: [C:1]([Br:5])(Br)(Br)Br.[OH:6][C:7]1[CH:8]=[C:9]([CH:12]=[CH:13][CH:14]=1)CO.C1(P(C2C=CC=CC=2)C2C=CC=CC=2)C=CC=CC=1. Product: [Br:5][CH2:1][C:13]1[CH:14]=[C:7]([OH:6])[CH:8]=[CH:9][CH:12]=1. The catalyst class is: 4. (2) Product: [C:2]1([NH:8][C:9]2[CH:17]=[CH:16][CH:15]=[CH:14][C:10]=2[C:11]([NH2:13])=[O:12])[CH:7]=[CH:6][CH:5]=[CH:4][CH:3]=1. Reactant: Br[C:2]1[CH:7]=[CH:6][CH:5]=[CH:4][CH:3]=1.[NH2:8][C:9]1[CH:17]=[CH:16][CH:15]=[CH:14][C:10]=1[C:11]([NH2:13])=[O:12].CCCCCC. The catalyst class is: 13. (3) Reactant: F[C:2]1[C:7]([F:8])=[CH:6][C:5]([F:9])=[C:4]([F:10])[N:3]=1.[F:11][C:12]([F:20])([F:19])[C:13]1[S:17][CH:16]=[C:15]([OH:18])[CH:14]=1.C(=O)([O-])[O-].[K+].[K+]. Product: [F:10][C:4]1[C:5]([F:9])=[CH:6][C:7]([F:8])=[C:2]([O:18][C:15]2[CH:14]=[C:13]([C:12]([F:20])([F:19])[F:11])[S:17][CH:16]=2)[N:3]=1. The catalyst class is: 18. (4) Reactant: [F:1][C:2]1[C:7]([O:8][CH3:9])=[CH:6][CH:5]=[C:4]([N+:10]([O-])=O)[C:3]=1[CH2:13][C:14](=O)[CH3:15]. Product: [CH3:15][C:14]1[NH:10][C:4]2[C:3]([CH:13]=1)=[C:2]([F:1])[C:7]([O:8][CH3:9])=[CH:6][CH:5]=2. The catalyst class is: 43. (5) Reactant: [F:1][C:2]([F:23])([F:22])[C:3]1[CH:17]=[C:16]([C:18]([F:21])([F:20])[F:19])[CH:15]=[CH:14][C:4]=1[CH2:5][N:6]1[CH2:11][CH2:10][CH:9]([CH:12]=O)[CH2:8][CH2:7]1.[O:24]=[C:25]1[N:29]=[C:28]([NH:30][C@@H:31]([C:34]([N:36]([CH3:38])[CH3:37])=[O:35])[CH2:32][OH:33])[CH2:27][S:26]1.C([O-])(=O)C.[NH2+]1CCCCC1. Product: [F:23][C:2]([F:1])([F:22])[C:3]1[CH:17]=[C:16]([C:18]([F:21])([F:20])[F:19])[CH:15]=[CH:14][C:4]=1[CH2:5][N:6]1[CH2:11][CH2:10][CH:9](/[CH:12]=[C:27]2/[C:28]([NH:30][C@@H:31]([C:34]([N:36]([CH3:38])[CH3:37])=[O:35])[CH2:32][OH:33])=[N:29][C:25](=[O:24])[S:26]/2)[CH2:8][CH2:7]1. The catalyst class is: 8. (6) Reactant: C1C=C(Cl)C=C(C(OO)=[O:9])C=1.[CH:12]1([NH:15][C:16]([C:18]2[CH:19]=[C:20]([F:39])[C:21]([CH3:38])=[C:22]([C:24]3[CH:37]=[CH:36][C:27]([C:28]([NH:30][CH2:31][C:32]([CH3:35])([CH3:34])[CH3:33])=[O:29])=[CH:26][N:25]=3)[CH:23]=2)=[O:17])[CH2:14][CH2:13]1. Product: [CH:12]1([NH:15][C:16]([C:18]2[CH:19]=[C:20]([F:39])[C:21]([CH3:38])=[C:22]([C:24]3[N+:25]([O-:9])=[CH:26][C:27]([C:28]([NH:30][CH2:31][C:32]([CH3:35])([CH3:34])[CH3:33])=[O:29])=[CH:36][CH:37]=3)[CH:23]=2)=[O:17])[CH2:14][CH2:13]1. The catalyst class is: 147. (7) Reactant: C[O:2][C:3](=[O:28])[CH2:4][O:5][C:6]1[CH:11]=[C:10]([C:12]([OH:27])([C:23]([F:26])([F:25])[F:24])[CH:13]([C:15]2[CH:20]=[CH:19][C:18]([Cl:21])=[CH:17][C:16]=2[Cl:22])[CH3:14])[CH:9]=[CH:8][N:7]=1.[OH-].[Na+].Cl. Product: [Cl:22][C:16]1[CH:17]=[C:18]([Cl:21])[CH:19]=[CH:20][C:15]=1[CH:13]([CH3:14])[C:12]([C:10]1[CH:9]=[CH:8][N:7]=[C:6]([O:5][CH2:4][C:3]([OH:28])=[O:2])[CH:11]=1)([OH:27])[C:23]([F:25])([F:26])[F:24]. The catalyst class is: 5.